The task is: Predict the product of the given reaction.. This data is from Forward reaction prediction with 1.9M reactions from USPTO patents (1976-2016). Given the reactants ClC1C(O[C@@H]2CCCN(CC3C=CC(F)=CC=3Cl)C2)=CC(F)=C(C=1)C(O)=O.[CH:28]1([C:31]2[C:32]([O:41][C@@H:42]3[CH2:47][CH2:46][CH2:45][N:44]([C:48]4[CH:53]=[C:52]([Cl:54])[CH:51]=[C:50]([Cl:55])[CH:49]=4)[CH2:43]3)=[CH:33][C:34]([F:40])=[C:35]([CH:39]=2)[C:36](O)=[O:37])[CH2:30][CH2:29]1.[CH:56]1([S:59]([NH2:62])(=[O:61])=[O:60])CC1, predict the reaction product. The product is: [CH:28]1([C:31]2[C:32]([O:41][C@@H:42]3[CH2:47][CH2:46][CH2:45][N:44]([C:48]4[CH:53]=[C:52]([Cl:54])[CH:51]=[C:50]([Cl:55])[CH:49]=4)[CH2:43]3)=[CH:33][C:34]([F:40])=[C:35]([CH:39]=2)[C:36]([NH:62][S:59]([CH3:56])(=[O:61])=[O:60])=[O:37])[CH2:30][CH2:29]1.